From a dataset of Human Reference Interactome with 51,813 positive PPI pairs across 8,248 proteins, plus equal number of experimentally-validated negative pairs. Binary Classification. Given two protein amino acid sequences, predict whether they physically interact or not. (1) Protein 1 (ENSG00000152332) has sequence MAGSGCAWGAEPPRFLEAFGRLWQVQSRLGSGSSASVYRVRCCGNPGSPPGALKQFLPPGTTGAAASAAEYGFRKERAALEQLQGHRNIVTLYGVFTIHFSPNVPSRCLLLELLDVSVSELLLYSSHQGCSMWMIQHCARDVLEALAFLHHEGYVHADLKPRNILWSAENECFKLIDFGLSFKEGNQDVKYIQTDGYRAPEAELQNCLAQAGLQSDTECTSAVDLWSLGIILLEMFSGMKLKHTVRSQEWKANSSAIIDHIFASKAVVNAAIPAYHLRDLIKSMLHDDPSRRIPAEMALC.... Protein 2 (ENSG00000166407) has sequence MMVLDKEDGVPMLSVQPKGKQKGCAGCNRKIKDRYLLKALDKYWHEDCLKCACCDCRLGEVGSTLYTKANLILCRRDYLRLFGTTGNCAACSKLIPAFEMVMRARDNVYHLDCFACQLCNQRFCVGDKFFLKNNMILCQMDYEEGQLNGTFESQVQ*MVLDQEDGVPMLSVQPKGKQKGCAGCNRKIKDRYLLKALDKYWHEDCLKCACCDCRLGEVGSTLYTKANLILCRRDYLRLFGTTGNCAACSKLIPAFEMVMRARDNVYHLDCFACQLCNQRFCVGDKFFLKNNMILCQMDYEE.... Result: 1 (the proteins interact). (2) Protein 1 (ENSG00000130561) has sequence MAASGKTSKSEPNHVIFKKISRDKSVTIYLGNRDYIDHVSQVQPVDGVVLVDPDLVKGKKGEMKPLVSGWFLGGVDCSLGGSGKGHLHGRRDRKAEAALLHMEPVPGPLTHTPVPNSRDIGPVDTRAHSLMAASGKTSKSEPNHVIFKKISRDKSVTIYLGNRDYIDHVSQVQPVDGVVLVDPDLVKGKKVYVTLTCAFRYGQEDIDVIGLTFRRDLYFSRVQVYPPVGAASTPTKLQESLLKKLGSNTYPFLLTFPDYLPCSVMLQPAPQDSGKSCGVDFEVKAFATDSTDAEEDKIPK.... Protein 2 (ENSG00000132002) has sequence MGKDYYQTLGLARGASDEEIKRAYRRQALRYHPDKNKEPGAEEKFKEIAEAYDVLSDPRKREIFDRYGEEGLKGSGPSGGSGGGANGTSFSYTFHGDPHAMFAEFFGGRNPFDTFFGQRNGEEGMDIDDPFSGFPMGMGGFTNVNFGRSRSAQEPARKKQDPPVTHDLRVSLEEIYSGCTKKMKISHKRLNPDGKSIRNEDKILTIEVKKGWKEGTKITFPKEGDQTSNNIPADIVFVLKDKPHNIFKRDGSDVIYPARISLREALCGCTVNVPTLDGRTIPVVFKDVIRPGMRRKVPGE.... Result: 0 (the proteins do not interact). (3) Protein 1 (ENSG00000112200) has sequence MGDPGSEIIESVPPAGPEASESTTDENEDDIQFVSEGPLRPVLEYIDLVSSDDEEPSTSYTDRMPESKVPSSENHRPEMCSSCNVPLPIGDSSSFSGSCSSSPERIVSQTSSVENPLENQKNDQNNSDTKISETETLKSSQNFQTLPSSPLLVPQESLASSEVKENLRIDSSSASQHGRDAILYLQTQVAEMSRVIRDLQSRSCFRFHHSRPSENSSVPWDISTSKEENLSTVEEETDYKSPSADDKGQPSDPSQSSFTGLLKRMEQRGVIKRVTLQSEAESCEGKPDCVTSKKRLVPPL.... Protein 2 (ENSG00000181444) has sequence MRETLEALSSLGFSVGQPEMAPQSEPREGSHNAQEQMSSSREERALGVCSGHEAPTPEEGAHTEQAEAPCRGQACSAQKAQPVGTCPGEEWMIRKVKVEDEDQEAEEEVEWPQHLSLLPSPFPAPDLGHLAAAYKLEPGAPGALSGLALSGWGPMPEKPYGCGECERRFRDQLTLRLHQRLHRGEGPCACPDCGRSFTQRAHMLLHQRSHRGERPFPCSECDKRFSKKAHLTRHLRTHTGERPYPCAECGKRFSQKIHLGSHQKTHTGERPFPCTECEKRFRKKTHLIRHQRIHTGERPY.... Result: 1 (the proteins interact).